This data is from NCI-60 drug combinations with 297,098 pairs across 59 cell lines. The task is: Regression. Given two drug SMILES strings and cell line genomic features, predict the synergy score measuring deviation from expected non-interaction effect. (1) Drug 1: C1C(C(OC1N2C=NC3=C(N=C(N=C32)Cl)N)CO)O. Drug 2: C1=CC=C(C(=C1)C(C2=CC=C(C=C2)Cl)C(Cl)Cl)Cl. Cell line: SNB-19. Synergy scores: CSS=41.8, Synergy_ZIP=-3.05, Synergy_Bliss=-2.89, Synergy_Loewe=-39.1, Synergy_HSA=-2.36. (2) Synergy scores: CSS=31.1, Synergy_ZIP=-8.93, Synergy_Bliss=-1.19, Synergy_Loewe=-4.85, Synergy_HSA=-1.93. Cell line: SN12C. Drug 1: COC1=C2C(=CC3=C1OC=C3)C=CC(=O)O2. Drug 2: N.N.Cl[Pt+2]Cl. (3) Drug 1: CC1C(C(=O)NC(C(=O)N2CCCC2C(=O)N(CC(=O)N(C(C(=O)O1)C(C)C)C)C)C(C)C)NC(=O)C3=C4C(=C(C=C3)C)OC5=C(C(=O)C(=C(C5=N4)C(=O)NC6C(OC(=O)C(N(C(=O)CN(C(=O)C7CCCN7C(=O)C(NC6=O)C(C)C)C)C)C(C)C)C)N)C. Drug 2: C1=CN(C(=O)N=C1N)C2C(C(C(O2)CO)O)O.Cl. Cell line: M14. Synergy scores: CSS=40.1, Synergy_ZIP=-0.510, Synergy_Bliss=-0.585, Synergy_Loewe=-3.85, Synergy_HSA=0.387. (4) Drug 1: CCC1(CC2CC(C3=C(CCN(C2)C1)C4=CC=CC=C4N3)(C5=C(C=C6C(=C5)C78CCN9C7C(C=CC9)(C(C(C8N6C=O)(C(=O)OC)O)OC(=O)C)CC)OC)C(=O)OC)O.OS(=O)(=O)O. Drug 2: C1CN(P(=O)(OC1)NCCCl)CCCl. Cell line: UACC62. Synergy scores: CSS=8.38, Synergy_ZIP=-0.945, Synergy_Bliss=0.241, Synergy_Loewe=-6.31, Synergy_HSA=-1.33.